From a dataset of Forward reaction prediction with 1.9M reactions from USPTO patents (1976-2016). Predict the product of the given reaction. (1) Given the reactants [N+:1]([C:4]1[CH:76]=[CH:75][C:7]([CH2:8][CH:9]2[CH2:26][N:25]([CH2:27][C:28]([O:30][C:31]([CH3:34])([CH3:33])[CH3:32])=[O:29])[CH2:24][CH2:23][N:22]([CH2:35][C:36]([O:38][C:39]([CH3:42])([CH3:41])[CH3:40])=[O:37])[CH2:21][CH2:20][N:19]([CH2:43][C:44]([O:46][C:47]([CH3:50])([CH3:49])[CH3:48])=[O:45])[CH2:18][CH2:17][N:16]([CH2:51][C:52]([O:54][C:55]([CH3:58])([CH3:57])[CH3:56])=[O:53])[CH2:15][CH2:14][N:13]([CH2:59][C:60]([O:62][C:63]([CH3:66])([CH3:65])[CH3:64])=[O:61])[CH2:12][CH2:11][N:10]2[CH2:67][C:68]([O:70][C:71]([CH3:74])([CH3:73])[CH3:72])=[O:69])=[CH:6][CH:5]=1)([O-])=O.Cl[Sn]Cl.[OH-].[Na+], predict the reaction product. The product is: [NH2:1][C:4]1[CH:76]=[CH:75][C:7]([CH2:8][CH:9]2[CH2:26][N:25]([CH2:27][C:28]([O:30][C:31]([CH3:32])([CH3:33])[CH3:34])=[O:29])[CH2:24][CH2:23][N:22]([CH2:35][C:36]([O:38][C:39]([CH3:42])([CH3:41])[CH3:40])=[O:37])[CH2:21][CH2:20][N:19]([CH2:43][C:44]([O:46][C:47]([CH3:48])([CH3:49])[CH3:50])=[O:45])[CH2:18][CH2:17][N:16]([CH2:51][C:52]([O:54][C:55]([CH3:56])([CH3:57])[CH3:58])=[O:53])[CH2:15][CH2:14][N:13]([CH2:59][C:60]([O:62][C:63]([CH3:66])([CH3:65])[CH3:64])=[O:61])[CH2:12][CH2:11][N:10]2[CH2:67][C:68]([O:70][C:71]([CH3:74])([CH3:73])[CH3:72])=[O:69])=[CH:6][CH:5]=1. (2) Given the reactants [C:1]([N:5]1[CH2:10][CH2:9][N:8]([CH2:11][C:12]2[N:13]([CH3:28])[C:14]3[C:19]([N:20]=2)=[C:18]([N:21]2[CH2:26][CH2:25][O:24][CH2:23][CH2:22]2)[N:17]=[C:16](Cl)[N:15]=3)[CH2:7][CH2:6]1)([CH3:4])([CH3:3])[CH3:2].CC1(C)C(C)(C)OB([C:37]2[C:46]3[C:41](=[CH:42][CH:43]=[CH:44][CH:45]=3)[C:40]([NH2:47])=[N:39][CH:38]=2)O1, predict the reaction product. The product is: [C:1]([N:5]1[CH2:10][CH2:9][N:8]([CH2:11][C:12]2[N:13]([CH3:28])[C:14]3[C:19]([N:20]=2)=[C:18]([N:21]2[CH2:26][CH2:25][O:24][CH2:23][CH2:22]2)[N:17]=[C:16]([C:37]2[C:46]4[C:41](=[CH:42][CH:43]=[CH:44][CH:45]=4)[C:40]([NH2:47])=[N:39][CH:38]=2)[N:15]=3)[CH2:7][CH2:6]1)([CH3:4])([CH3:3])[CH3:2]. (3) Given the reactants [NH2:1][C@@H:2]1[CH2:7][CH2:6][N:5]([C:8]([O:10][C:11]([CH3:14])([CH3:13])[CH3:12])=[O:9])[CH2:4][C@:3]1([OH:19])[C:15]([O:17][CH3:18])=[O:16].Cl.[CH3:21][C:22]1[CH:31]=[C:30]([CH2:32][O:33][C:34]2[CH:39]=[CH:38][C:37]([S:40](Cl)(=[O:42])=[O:41])=[CH:36][CH:35]=2)[C:29]2[C:24](=[CH:25][CH:26]=[CH:27][CH:28]=2)[N:23]=1.C([O-])(O)=O.[Na+], predict the reaction product. The product is: [OH:19][C@@:3]1([C:15]([O:17][CH3:18])=[O:16])[C@H:2]([NH:1][S:40]([C:37]2[CH:38]=[CH:39][C:34]([O:33][CH2:32][C:30]3[C:29]4[C:24](=[CH:25][CH:26]=[CH:27][CH:28]=4)[N:23]=[C:22]([CH3:21])[CH:31]=3)=[CH:35][CH:36]=2)(=[O:41])=[O:42])[CH2:7][CH2:6][N:5]([C:8]([O:10][C:11]([CH3:12])([CH3:13])[CH3:14])=[O:9])[CH2:4]1. (4) Given the reactants [CH:1]1([CH2:4][N:5]2[C:10]([NH:11][NH2:12])=[CH:9][C:8](=[O:13])[N:7]([CH3:14])[C:6]2=[O:15])[CH2:3][CH2:2]1.[Cl:16][C:17]1[CH:18]=[C:19]2[C:24](=[CH:25][CH:26]=1)[N:23]=[CH:22][CH:21]=[C:20]2[CH:27]=O.[CH:29]([C:31]1[N:32]=[C:33]([NH:37][C:38](=[O:44])[O:39][C:40]([CH3:43])([CH3:42])[CH3:41])[S:34][C:35]=1[CH3:36])=O, predict the reaction product. The product is: [Cl:16][C:17]1[CH:18]=[C:19]2[C:24](=[CH:25][CH:26]=1)[N:23]=[CH:22][CH:21]=[C:20]2[CH2:27][N:12]1[C:29]([C:31]2[N:32]=[C:33]([NH:37][C:38](=[O:44])[O:39][C:40]([CH3:42])([CH3:41])[CH3:43])[S:34][C:35]=2[CH3:36])=[C:9]2[C:10]([N:5]([CH2:4][CH:1]3[CH2:2][CH2:3]3)[C:6](=[O:15])[N:7]([CH3:14])[C:8]2=[O:13])=[N:11]1. (5) Given the reactants [CH2:1]1[C:6]([C:7]([OH:9])=[O:8])=[CH:5][C@@H:4](O)[C@@H:3]([OH:11])[C@@H:2]1O.[Br-], predict the reaction product. The product is: [OH:11][C:3]1[CH:4]=[CH:5][C:6]([C:7]([OH:9])=[O:8])=[CH:1][CH:2]=1. (6) Given the reactants [NH2:1][C:2]1[CH:21]=[CH:20][C:5]([O:6][C:7]2[CH:8]=[C:9]([CH2:15][C:16]([O:18][CH3:19])=[O:17])[CH:10]=[CH:11][C:12]=2[O:13][CH3:14])=[C:4]([CH2:22][S:23][C:24]([CH3:27])([CH3:26])[CH3:25])[CH:3]=1.ClCCl.[C:31](Cl)(=[O:36])[C:32]([CH3:35])([CH3:34])[CH3:33], predict the reaction product. The product is: [C:24]([S:23][CH2:22][C:4]1[CH:3]=[C:2]([NH:1][C:31](=[O:36])[C:32]([CH3:35])([CH3:34])[CH3:33])[CH:21]=[CH:20][C:5]=1[O:6][C:7]1[CH:8]=[C:9]([CH2:15][C:16]([O:18][CH3:19])=[O:17])[CH:10]=[CH:11][C:12]=1[O:13][CH3:14])([CH3:27])([CH3:26])[CH3:25]. (7) Given the reactants [C:1]([C:3]1[CH:4]=[C:5]([CH:33]=[CH:34][CH:35]=1)[CH2:6][N:7]1[CH:11]=[C:10]([NH:12][C:13]([C:15]2[C:23]3[C:18](=[CH:19][C:20](Br)=[CH:21][CH:22]=3)[N:17]([CH2:25][O:26][CH2:27][CH2:28][Si:29]([CH3:32])([CH3:31])[CH3:30])[N:16]=2)=[O:14])[CH:9]=[N:8]1)#[N:2].[Br:36]C1C=C2C(C(C(O)=O)=NN2COCC[Si](C)(C)C)=CC=1, predict the reaction product. The product is: [Br:36][C:21]1[CH:22]=[C:23]2[C:18](=[CH:19][CH:20]=1)[N:17]([CH2:25][O:26][CH2:27][CH2:28][Si:29]([CH3:32])([CH3:31])[CH3:30])[N:16]=[C:15]2[C:13]([NH:12][C:10]1[CH:9]=[N:8][N:7]([CH2:6][C:5]2[CH:33]=[CH:34][CH:35]=[C:3]([C:1]#[N:2])[CH:4]=2)[CH:11]=1)=[O:14]. (8) Given the reactants [OH:1][C@H:2]([C:27]1[CH:32]=[CH:31][CH:30]=[CH:29][CH:28]=1)[CH2:3][NH:4][C:5]1[CH:10]=[CH:9][C:8]([CH2:11][CH2:12][NH:13][CH2:14][C@H:15]([OH:26])[C:16]2[CH:21]=[CH:20][C:19]([OH:22])=[C:18]([NH:23][CH:24]=[O:25])[CH:17]=2)=[CH:7][CH:6]=1.[ClH:33].O, predict the reaction product. The product is: [ClH:33].[OH:1][C@H:2]([C:27]1[CH:28]=[CH:29][CH:30]=[CH:31][CH:32]=1)[CH2:3][NH:4][C:5]1[CH:10]=[CH:9][C:8]([CH2:11][CH2:12][NH:13][CH2:14][C@H:15]([OH:26])[C:16]2[CH:21]=[CH:20][C:19]([OH:22])=[C:18]([NH:23][CH:24]=[O:25])[CH:17]=2)=[CH:7][CH:6]=1.[OH:1][C@H:2]([C:27]1[CH:28]=[CH:29][CH:30]=[CH:31][CH:32]=1)[CH2:3][NH:4][C:5]1[CH:10]=[CH:9][C:8]([CH2:11][CH2:12][NH:13][CH2:14][C@H:15]([OH:26])[C:16]2[CH:21]=[CH:20][C:19]([OH:22])=[C:18]([NH:23][CH:24]=[O:25])[CH:17]=2)=[CH:7][CH:6]=1. (9) Given the reactants [F:1][C:2]1[N:3]([S:18]([C:21]2[CH:26]=[CH:25][CH:24]=[CH:23][CH:22]=2)(=[O:20])=[O:19])[C:4]([C:12]2[CH:17]=[CH:16][CH:15]=[CH:14][CH:13]=2)=[CH:5][C:6]=1[C:7](OCC)=[O:8].[H-].C([Al+]CC(C)C)C(C)C.Cl, predict the reaction product. The product is: [F:1][C:2]1[N:3]([S:18]([C:21]2[CH:26]=[CH:25][CH:24]=[CH:23][CH:22]=2)(=[O:20])=[O:19])[C:4]([C:12]2[CH:13]=[CH:14][CH:15]=[CH:16][CH:17]=2)=[CH:5][C:6]=1[CH2:7][OH:8].